This data is from Reaction yield outcomes from USPTO patents with 853,638 reactions. The task is: Predict the reaction yield, written as a fraction of the theoretical maximum amount of product (1.0 means a 100% yield; for example, 0.34 means a 34% yield). (1) The reactants are [NH2:1][C:2]1[CH:7]=[CH:6][CH:5]=[CH:4][N:3]=1.C(N(CC)CC)C.[F:15][C:16]([F:21])([F:20])[C:17](O)=[O:18].O. The catalyst is ClCCl. The product is [F:15][C:16]([F:21])([F:20])[C:17]([N:1]=[C:2]1[CH:7]=[CH:6][CH:5]=[CH:4][NH:3]1)=[O:18]. The yield is 0.710. (2) The reactants are C(O[CH:4](OCC)[CH2:5][NH:6][C:7]([C:9]1[CH:13]=[C:12]([C:14]2[CH:19]=[CH:18][C:17]([Cl:20])=[CH:16][CH:15]=2)[N:11]([C:21]2[CH:26]=[CH:25][C:24]([Cl:27])=[CH:23][C:22]=2[Cl:28])[N:10]=1)=[O:8])C.O.[C:33]1([CH3:43])[CH:38]=[CH:37][C:36](S(O)(=O)=O)=[CH:35][CH:34]=1. The catalyst is C1(C)C=CC=CC=1. The product is [CH2:43]([N:6]1[CH:5]=[CH:4][C:13]2=[C:12]([C:14]3[CH:15]=[CH:16][C:17]([Cl:20])=[CH:18][CH:19]=3)[N:11]([C:21]3[CH:26]=[CH:25][C:24]([Cl:27])=[CH:23][C:22]=3[Cl:28])[N:10]=[C:9]2[C:7]1=[O:8])[C:33]1[CH:38]=[CH:37][CH:36]=[CH:35][CH:34]=1. The yield is 0.160. (3) The reactants are [H-].[Na+].C([CH:5]([O:12][C:13](=[O:20])[C:14]1[CH:19]=[CH:18][CH:17]=[CH:16][CH:15]=1)[C:6]1[CH:7]=[N:8][CH:9]=[CH:10][CH:11]=1)#N.[CH3:21][O:22][C:23]1[CH:30]=[CH:29][C:26]([CH:27]=[O:28])=[CH:25][CH:24]=1. The catalyst is O1CCCC1.C(OCC)(=O)C.O. The product is [CH3:21][O:22][C:23]1[CH:30]=[CH:29][C:26]([C:27](=[O:28])[CH:5]([O:12][C:13](=[O:20])[C:14]2[CH:15]=[CH:16][CH:17]=[CH:18][CH:19]=2)[C:6]2[CH:7]=[N:8][CH:9]=[CH:10][CH:11]=2)=[CH:25][CH:24]=1. The yield is 0.600. (4) The reactants are [CH:1]([C:5]1[CH:18]=[CH:17][C:16]2[C:7](=[C:8]3[C:13](=[CH:14][CH:15]=2)[CH:12]=[CH:11][C:10](C(CC)C)=[N:9]3)[N:6]=1)([CH2:3][CH3:4])[CH3:2].N1C2C(=CC=C3C=2N=CC=C3)C=CC=1.C([Li])(CC)C. No catalyst specified. The product is [CH:1]([C:5]1[CH:18]=[CH:17][C:16]2[C:7](=[C:8]3[C:13](=[CH:14][CH:15]=2)[CH:12]=[CH:11][CH:10]=[N:9]3)[N:6]=1)([CH2:3][CH3:4])[CH3:2]. The yield is 0.420. (5) The reactants are [CH3:1][O:2][C@H:3]([C@@H:8]([CH3:16])[C@@H:9]([O:14][CH3:15])/[CH:10]=[CH:11]/[CH:12]=[CH2:13])[C@@H:4]([CH3:7])[CH:5]=[O:6].CC(=CC)C.Cl([O-])=[O:23].[Na+].P([O-])(O)(O)=O.[Na+].Cl. The catalyst is C(O)(C)(C)C.O.[Cl-].[Na+].O. The product is [CH3:1][O:2][C@H:3]([C@@H:8]([CH3:16])[C@@H:9]([O:14][CH3:15])/[CH:10]=[CH:11]/[CH:12]=[CH2:13])[C@@H:4]([CH3:7])[C:5]([OH:23])=[O:6]. The yield is 0.790. (6) The reactants are [Cl:1][C:2]1[N:3]=[N:4][C:5](Cl)=[CH:6][CH:7]=1.[C:9]([N:16]1[CH2:21][CH2:20][NH:19][CH2:18][C@H:17]1[CH3:22])([O:11][C:12]([CH3:15])([CH3:14])[CH3:13])=[O:10].C(N(CC)C(C)C)(C)C. The catalyst is C(OCC)(=O)C. The product is [Cl:1][C:2]1[N:3]=[N:4][C:5]([N:19]2[CH2:20][CH2:21][N:16]([C:9]([O:11][C:12]([CH3:15])([CH3:14])[CH3:13])=[O:10])[C@H:17]([CH3:22])[CH2:18]2)=[CH:6][CH:7]=1. The yield is 0.820.